The task is: Predict the reactants needed to synthesize the given product.. This data is from Full USPTO retrosynthesis dataset with 1.9M reactions from patents (1976-2016). (1) Given the product [O:1]([CH2:8][CH2:9][CH2:10][CH2:11][CH2:12][C:13]([OH:15])=[O:14])[C:2]1[CH:7]=[CH:6][CH:5]=[CH:4][CH:3]=1, predict the reactants needed to synthesize it. The reactants are: [O:1]([CH2:8][CH2:9][CH2:10][CH2:11][CH2:12][C:13]([O:15]C(C)(C)C)=[O:14])[C:2]1[CH:7]=[CH:6][CH:5]=[CH:4][CH:3]=1. (2) Given the product [F:35][C:31]1[CH:30]=[C:29]([CH:34]=[CH:33][CH:32]=1)[CH2:28][N:24]1[C:25]2[C:21](=[CH:20][C:19]([NH:18][C:16]3[C:17]4=[C:9]([CH2:8][N:5]5[CH2:4][CH2:3][CH:2]([NH:1][CH2:39][CH2:40][OH:36])[CH2:7][CH2:6]5)[CH:10]=[CH:11][N:12]4[N:13]=[CH:14][N:15]=3)=[CH:27][CH:26]=2)[CH:22]=[N:23]1, predict the reactants needed to synthesize it. The reactants are: [NH2:1][CH:2]1[CH2:7][CH2:6][N:5]([CH2:8][C:9]2[CH:10]=[CH:11][N:12]3[C:17]=2[C:16]([NH:18][C:19]2[CH:20]=[C:21]4[C:25](=[CH:26][CH:27]=2)[N:24]([CH2:28][C:29]2[CH:34]=[CH:33][CH:32]=[C:31]([F:35])[CH:30]=2)[N:23]=[CH:22]4)=[N:15][CH:14]=[N:13]3)[CH2:4][CH2:3]1.[O:36]1[CH2:40][CH2:39]OC1=O.